Dataset: Full USPTO retrosynthesis dataset with 1.9M reactions from patents (1976-2016). Task: Predict the reactants needed to synthesize the given product. (1) The reactants are: [C:1]([O:5][C:6]([NH:8][CH2:9][C@H:10]1[CH2:15][CH2:14][C@H:13]([C:16]([NH:18][C@@H:19]([CH2:23][C:24]2[CH:29]=[CH:28][C:27]([C:30]3[CH:35]=[CH:34][C:33]([C:36](=[O:51])[NH:37][CH:38]4[CH2:43][CH2:42][N:41]([C:44]([O:46][C:47]([CH3:50])([CH3:49])[CH3:48])=[O:45])[CH2:40][CH2:39]4)=[CH:32][C:31]=3[CH3:52])=[CH:26][CH:25]=2)[C:20](O)=[O:21])=[O:17])[CH2:12][CH2:11]1)=[O:7])([CH3:4])([CH3:3])[CH3:2].[Cl:53][C:54]1[NH:58][C:57]([C:59]2[CH:65]=[CH:64][C:62]([NH2:63])=[CH:61][CH:60]=2)=[N:56][N:55]=1.C(N(CC)C(C)C)(C)C.C(P1(=O)OP(=O)(CCC)OP(=O)(CCC)O1)CC. Given the product [C:1]([O:5][C:6]([NH:8][CH2:9][C@H:10]1[CH2:15][CH2:14][C@H:13]([C:16]([NH:18][C@H:19]([C:20]([NH:63][C:62]2[CH:64]=[CH:65][C:59]([C:57]3[NH:58][C:54]([Cl:53])=[N:55][N:56]=3)=[CH:60][CH:61]=2)=[O:21])[CH2:23][C:24]2[CH:29]=[CH:28][C:27]([C:30]3[CH:35]=[CH:34][C:33]([C:36]([NH:37][CH:38]4[CH2:39][CH2:40][N:41]([C:44]([O:46][C:47]([CH3:50])([CH3:49])[CH3:48])=[O:45])[CH2:42][CH2:43]4)=[O:51])=[CH:32][C:31]=3[CH3:52])=[CH:26][CH:25]=2)=[O:17])[CH2:12][CH2:11]1)=[O:7])([CH3:3])([CH3:2])[CH3:4], predict the reactants needed to synthesize it. (2) Given the product [Br:1][C:2]1[CH:7]=[C:6]([Cl:8])[CH:5]=[CH:4][C:3]=1[N:9]1[CH:13]=[C:12]([Cl:27])[N:11]=[N:10]1, predict the reactants needed to synthesize it. The reactants are: [Br:1][C:2]1[CH:7]=[C:6]([Cl:8])[CH:5]=[CH:4][C:3]=1[N:9]1[CH:13]=[C:12]([Sn](CCCC)(CCCC)CCCC)[N:11]=[N:10]1.[Cl:27]N1C(=O)CCC1=O. (3) Given the product [CH3:22][N:23]([CH3:27])[CH2:24][CH2:25][NH:26][C:2]1[CH:3]=[C:4]2[C:9](=[CH:10][CH:11]=1)[N:8]=[C:7]([NH:12][CH2:13][CH2:14][O:15][C:16]1[CH:21]=[CH:20][CH:19]=[CH:18][CH:17]=1)[CH:6]=[CH:5]2, predict the reactants needed to synthesize it. The reactants are: Cl[C:2]1[CH:3]=[C:4]2[C:9](=[CH:10][CH:11]=1)[N:8]=[C:7]([NH:12][CH2:13][CH2:14][O:15][C:16]1[CH:21]=[CH:20][CH:19]=[CH:18][CH:17]=1)[CH:6]=[CH:5]2.[CH3:22][N:23]([CH3:27])[CH2:24][CH2:25][NH2:26]. (4) Given the product [NH2:1][C:4]1[C:13]2[C:8](=[CH:9][CH:10]=[CH:11][CH:12]=2)[CH:7]=[CH:6][C:5]=1[NH:14][C:15]1[CH:20]=[CH:19][C:18]([NH:21][C:22](=[O:28])[O:23][C:24]([CH3:26])([CH3:25])[CH3:27])=[CH:17][CH:16]=1, predict the reactants needed to synthesize it. The reactants are: [N+:1]([C:4]1[C:13]2[C:8](=[CH:9][CH:10]=[CH:11][CH:12]=2)[CH:7]=[CH:6][C:5]=1[NH:14][C:15]1[CH:20]=[CH:19][C:18]([NH:21][C:22](=[O:28])[O:23][C:24]([CH3:27])([CH3:26])[CH3:25])=[CH:17][CH:16]=1)([O-])=O. (5) Given the product [F:1][C:2]1[CH:3]=[C:4]([NH2:12])[C:5]2[O:10][CH2:9][CH2:8][O:7][C:6]=2[CH:11]=1, predict the reactants needed to synthesize it. The reactants are: [F:1][C:2]1[CH:3]=[C:4]([N+:12]([O-])=O)[C:5]2[O:10][CH2:9][CH2:8][O:7][C:6]=2[CH:11]=1. (6) Given the product [Br:10][C:4]1[S:3][C:2]([C:19]2[CH:20]=[CH:21][O:17][CH:18]=2)=[C:6]([C:7]([OH:9])=[O:8])[CH:5]=1, predict the reactants needed to synthesize it. The reactants are: Br[C:2]1[S:3][C:4]([Br:10])=[CH:5][C:6]=1[C:7]([OH:9])=[O:8].C([O-])([O-])=O.[K+].[K+].[O:17]1[CH:21]=[CH:20][C:19](B(O)O)=[CH:18]1.Cl. (7) Given the product [NH2:7][CH2:8][C:9]1[CH:14]=[C:13]([C:15]2[CH:24]=[C:23]3[C:18](=[N:17][CH:16]=2)[N:19]([C:25]([NH2:26])=[O:27])[CH2:20][CH2:21][CH2:22]3)[CH:12]=[N:11][CH:10]=1, predict the reactants needed to synthesize it. The reactants are: C(OC(=O)[NH:7][CH2:8][C:9]1[CH:10]=[N:11][CH:12]=[C:13]([C:15]2[CH:16]=[N:17][C:18]3[N:19]([C:25](=[O:27])[NH2:26])[CH2:20][CH2:21][CH2:22][C:23]=3[CH:24]=2)[CH:14]=1)(C)(C)C.FC(F)(F)C(O)=O. (8) The reactants are: [CH2:1]([C:3]1[N:4]([C:28]2[CH:33]=[CH:32][C:31]([OH:34])=[CH:30][CH:29]=2)[C:5](=[O:27])[C:6]([CH2:12][C:13]2[CH:18]=[CH:17][C:16]([C:19]3[C:20]([C:25]#[N:26])=[CH:21][CH:22]=[CH:23][CH:24]=3)=[CH:15][CH:14]=2)=[C:7]([CH2:9][CH2:10][CH3:11])[N:8]=1)[CH3:2].[CH3:35][C:36]1([CH3:43])[CH2:41][CH:40](O)[CH2:39][CH2:38][O:37]1.C1(P(C2C=CC=CC=2)C2C=CC=CC=2)C=CC=CC=1.[N:64]([C:65]([O:67]C(C)C)=[O:66])=[N:64][C:65]([O:67]C(C)C)=[O:66]. Given the product [CH3:35][C:36]1([CH3:43])[CH2:41][CH:40]([O:34][C:31]2[CH:32]=[CH:33][C:28]([N:4]3[C:5](=[O:27])[C:6]([CH2:12][C:13]4[CH:18]=[CH:17][C:16]([C:19]5[CH:24]=[CH:23][CH:22]=[CH:21][C:20]=5[C:25]5[NH:64][C:65](=[O:66])[O:67][N:26]=5)=[CH:15][CH:14]=4)=[C:7]([CH2:9][CH2:10][CH3:11])[N:8]=[C:3]3[CH2:1][CH3:2])=[CH:29][CH:30]=2)[CH2:39][CH2:38][O:37]1, predict the reactants needed to synthesize it.